Dataset: Full USPTO retrosynthesis dataset with 1.9M reactions from patents (1976-2016). Task: Predict the reactants needed to synthesize the given product. (1) The reactants are: [Br:1][C:2]1[CH:3]=[CH:4][C:5]([CH3:12])=[C:6]([CH2:8][C:9]([OH:11])=O)[CH:7]=1.S(Cl)(Cl)=O.Cl.[CH3:18][O:19][C:20]([C:22]1([NH2:28])[CH2:27][CH2:26][CH2:25][CH2:24][CH2:23]1)=[O:21].C(N(CC)CC)C. Given the product [Br:1][C:2]1[CH:3]=[CH:4][C:5]([CH3:12])=[C:6]([CH2:8][C:9]([NH:28][C:22]2([C:20]([O:19][CH3:18])=[O:21])[CH2:27][CH2:26][CH2:25][CH2:24][CH2:23]2)=[O:11])[CH:7]=1, predict the reactants needed to synthesize it. (2) Given the product [NH2:9][C:8]1[C:3]([CH2:1][CH3:2])=[CH:4][C:5]([N:12]2[CH2:16][CH2:15][CH2:14][C:13]2=[O:17])=[N:6][CH:7]=1, predict the reactants needed to synthesize it. The reactants are: [CH2:1]([C:3]1[C:8]([N+:9]([O-])=O)=[CH:7][N:6]=[C:5]([N:12]2[CH2:16][CH2:15][CH2:14][C:13]2=[O:17])[CH:4]=1)[CH3:2].O. (3) Given the product [N+:35]([C:32]1[CH:33]=[CH:34][C:29]([O:14][CH:11]2[CH2:12][CH2:13][N:8]([C:1]([O:3][C:4]([CH3:7])([CH3:6])[CH3:5])=[O:2])[CH2:9][CH2:10]2)=[CH:30][CH:31]=1)([O-:37])=[O:36], predict the reactants needed to synthesize it. The reactants are: [C:1]([N:8]1[CH2:13][CH2:12][CH:11]([OH:14])[CH2:10][CH2:9]1)([O:3][C:4]([CH3:7])([CH3:6])[CH3:5])=[O:2].OC1CCNCC1.C([O-])(C)(C)C.[K+].F[C:29]1[CH:34]=[CH:33][C:32]([N+:35]([O-:37])=[O:36])=[CH:31][CH:30]=1. (4) Given the product [Cl:15][CH2:16][C:17]([NH:19][C@H:20]1[C@@H:29]([OH:30])[C:28]2[C:23](=[CH:24][CH:25]=[CH:26][CH:27]=2)[O:22][CH2:21]1)=[O:18], predict the reactants needed to synthesize it. The reactants are: C([BH-](C(CC)C)C(CC)C)(CC)C.[Li+].[Cl:15][CH2:16][C:17]([NH:19][CH:20]1[C:29](=[O:30])[C:28]2[C:23](=[CH:24][CH:25]=[CH:26][CH:27]=2)[O:22][CH2:21]1)=[O:18].O.Cl. (5) Given the product [OH:1][C:2]1[CH:9]=[C:8]([OH:10])[CH:7]=[CH:6][C:3]=1[C:4]#[N:21], predict the reactants needed to synthesize it. The reactants are: [OH:1][C:2]1[CH:9]=[C:8]([OH:10])[CH:7]=[CH:6][C:3]=1[CH:4]=O.C([O-])=O.[Na+].S([O-])([O-])(=O)=O.O[NH3+:21].O[NH3+]. (6) Given the product [CH3:34][C:8]1([CH3:33])[C:5]2=[N:6][CH:7]=[C:2]([N:35]3[CH2:40][CH2:39][O:38][CH2:37][CH2:36]3)[CH:3]=[C:4]2[N:10]([C:11]2[C:20]3[C:15](=[CH:16][C:17]([F:21])=[CH:18][CH:19]=3)[N:14]=[C:13]([C:22]3[CH:27]=[CH:26][CH:25]=[CH:24][C:23]=3[S:28]([CH3:31])(=[O:29])=[O:30])[C:12]=2[CH3:32])[CH2:9]1, predict the reactants needed to synthesize it. The reactants are: Br[C:2]1[CH:3]=[C:4]2[N:10]([C:11]3[C:20]4[C:15](=[CH:16][C:17]([F:21])=[CH:18][CH:19]=4)[N:14]=[C:13]([C:22]4[CH:27]=[CH:26][CH:25]=[CH:24][C:23]=4[S:28]([CH3:31])(=[O:30])=[O:29])[C:12]=3[CH3:32])[CH2:9][C:8]([CH3:34])([CH3:33])[C:5]2=[N:6][CH:7]=1.[NH:35]1[CH2:40][CH2:39][O:38][CH2:37][CH2:36]1.C1(P(C2CCCCC2)C2(CCC)CC(CCC)=CC(CCC)=C2C2C=CC=CC=2)CCCCC1.CC(C)([O-])C.[Na+]. (7) The reactants are: [OH:1][C:2]1[C:6]2[CH:7]=[N:8][CH:9]=[CH:10][C:5]=2[O:4][C:3]=1[C:11]([O:13][CH2:14][CH3:15])=[O:12].[F:16][C:17]1[CH:18]=[C:19]([N+:24]([O-:26])=[O:25])[CH:20]=[CH:21][C:22]=1F.C1OCCOCCOCCOCCOCCOC1.[H-].[K+].O.[Cl-].[Na+].O. Given the product [CH2:14]([O:13][C:11]([C:3]1[O:4][C:5]2[CH:10]=[CH:9][N:8]=[CH:7][C:6]=2[C:2]=1[O:1][C:22]1[CH:21]=[CH:20][C:19]([N+:24]([O-:26])=[O:25])=[CH:18][C:17]=1[F:16])=[O:12])[CH3:15], predict the reactants needed to synthesize it.